From a dataset of Peptide-MHC class II binding affinity with 134,281 pairs from IEDB. Regression. Given a peptide amino acid sequence and an MHC pseudo amino acid sequence, predict their binding affinity value. This is MHC class II binding data. (1) The peptide sequence is VGQQAVEVWQGLALL. The MHC is DRB1_0404 with pseudo-sequence DRB1_0404. The binding affinity (normalized) is 0.192. (2) The peptide sequence is GELWIVDKIDAAFKI. The MHC is DRB1_0401 with pseudo-sequence DRB1_0401. The binding affinity (normalized) is 0.856. (3) The MHC is DRB1_0405 with pseudo-sequence DRB1_0405. The peptide sequence is VHVSFVMAYPEMLAA. The binding affinity (normalized) is 0.193. (4) The peptide sequence is SYRLRFSKRDARRER. The MHC is DRB1_1501 with pseudo-sequence DRB1_1501. The binding affinity (normalized) is 0.465. (5) The peptide sequence is VVLRKRQGPKQMLVG. The MHC is DRB1_0404 with pseudo-sequence DRB1_0404. The binding affinity (normalized) is 0.404. (6) The peptide sequence is AASLLDEDMDALEEA. The MHC is DRB1_0802 with pseudo-sequence DRB1_0802. The binding affinity (normalized) is 0.0795. (7) The peptide sequence is EQEILNYMSPHHKKL. The MHC is HLA-DQA10501-DQB10302 with pseudo-sequence HLA-DQA10501-DQB10302. The binding affinity (normalized) is 0.194. (8) The peptide sequence is EFIPMKSSWGAIWRI. The MHC is DRB3_0101 with pseudo-sequence DRB3_0101. The binding affinity (normalized) is 0.262.